Dataset: Peptide-MHC class I binding affinity with 185,985 pairs from IEDB/IMGT. Task: Regression. Given a peptide amino acid sequence and an MHC pseudo amino acid sequence, predict their binding affinity value. This is MHC class I binding data. (1) The peptide sequence is IHIPGDTLF. The MHC is HLA-B40:01 with pseudo-sequence HLA-B40:01. The binding affinity (normalized) is 0.0847. (2) The peptide sequence is GYAFEHIVY. The MHC is HLA-A24:02 with pseudo-sequence HLA-A24:02. The binding affinity (normalized) is 0.754. (3) The peptide sequence is KSTQSVLCVK. The MHC is HLA-A31:01 with pseudo-sequence HLA-A31:01. The binding affinity (normalized) is 0.584. (4) The peptide sequence is NSSWPWQIEY. The MHC is Mamu-A01 with pseudo-sequence Mamu-A01. The binding affinity (normalized) is 0. (5) The peptide sequence is GSRAYRNAL. The MHC is HLA-B08:02 with pseudo-sequence HLA-B08:02. The binding affinity (normalized) is 0.0847. (6) The peptide sequence is QMAPHHKIL. The MHC is HLA-B08:01 with pseudo-sequence HLA-B08:01. The binding affinity (normalized) is 0.901. (7) The peptide sequence is KCHDHYLCRH. The MHC is HLA-A68:01 with pseudo-sequence HLA-A68:01. The binding affinity (normalized) is 0. (8) The peptide sequence is DMISYGGGWR. The MHC is HLA-A33:01 with pseudo-sequence HLA-A33:01. The binding affinity (normalized) is 0.424.